This data is from CYP2C9 inhibition data for predicting drug metabolism from PubChem BioAssay. The task is: Regression/Classification. Given a drug SMILES string, predict its absorption, distribution, metabolism, or excretion properties. Task type varies by dataset: regression for continuous measurements (e.g., permeability, clearance, half-life) or binary classification for categorical outcomes (e.g., BBB penetration, CYP inhibition). Dataset: cyp2c9_veith. (1) The molecule is O=C(/C(=C/c1ccc(Cl)cc1)c1nc2ccccc2[nH]1)c1ccccc1. The result is 1 (inhibitor). (2) The molecule is Cc1noc(C)c1C(=O)N1CCC2(CCCN(c3ccccc3)C2)CC1. The result is 0 (non-inhibitor).